This data is from Reaction yield outcomes from USPTO patents with 853,638 reactions. The task is: Predict the reaction yield, written as a fraction of the theoretical maximum amount of product (1.0 means a 100% yield; for example, 0.34 means a 34% yield). (1) The product is [Br:23][C:24]1[C:28]2=[N:29][C:30]([O:35][CH3:36])=[C:31]([O:33][CH3:34])[CH:32]=[C:27]2[N:26]([C:16]([O:18][C:19]([CH3:20])([CH3:21])[CH3:22])=[O:17])[CH:25]=1. The catalyst is CN(C1C=CN=CC=1)C.CN(C=O)C.CCOC(C)=O. The yield is 1.00. The reactants are CCN(CC)CC.[CH3:20][C:19]([O:18][C:16](O[C:16]([O:18][C:19]([CH3:22])([CH3:21])[CH3:20])=[O:17])=[O:17])([CH3:22])[CH3:21].[Br:23][C:24]1[C:28]2=[N:29][C:30]([O:35][CH3:36])=[C:31]([O:33][CH3:34])[CH:32]=[C:27]2[NH:26][CH:25]=1. (2) The reactants are [OH:1][C:2]1[CH:11]=[CH:10][C:5]([C:6]([O:8][CH3:9])=[O:7])=[CH:4][CH:3]=1.Cl[CH2:13][CH2:14][OH:15].[I-].[K+].C(=O)([O-])[O-].[Cs+].[Cs+].ClC(O)C. The catalyst is C(Cl)Cl.O.C1COCC1. The product is [CH3:9][O:8][C:6](=[O:7])[C:5]1[CH:4]=[CH:3][C:2]([O:1][CH2:13][CH2:14][OH:15])=[CH:11][CH:10]=1. The yield is 0.440. (3) The reactants are Br[C:2]1[CH:7]=[C:6]([Br:8])[N:5]=[C:4]([C:9]#[N:10])[C:3]=1[OH:11].[CH3:12][CH2:13][O-:14].[Na+].CCO.Cl. The catalyst is CS(C)=O. The product is [Br:8][C:6]1[N:5]=[C:4]([C:9]#[N:10])[C:3]([OH:11])=[C:2]([O:14][CH2:13][CH3:12])[CH:7]=1. The yield is 0.930. (4) The reactants are [Cl:1][C:2]1[CH:3]=[CH:4][C:5]2[O:9][C:8]([CH:10](O)[CH2:11][CH:12]([CH3:14])[CH3:13])=[C:7]([CH3:16])[C:6]=2[CH:17]=1.S(Cl)([Cl:20])=O.C(=O)([O-])O.[Na+]. The catalyst is C1(C)C=CC=CC=1. The product is [Cl:1][C:2]1[CH:3]=[CH:4][C:5]2[O:9][C:8]([CH:10]([Cl:20])[CH2:11][CH:12]([CH3:14])[CH3:13])=[C:7]([CH3:16])[C:6]=2[CH:17]=1. The yield is 0.960. (5) The reactants are [NH2:1][C:2]1[NH:7][C:6](=[O:8])[CH:5]=[C:4]([CH2:9][CH2:10][C:11]2[CH:16]=[CH:15][CH:14]=[C:13]([C:17]3[O:18][CH:19]=[CH:20][CH:21]=3)[CH:12]=2)[N:3]=1.[CH3:22][N:23]([CH:25](OC)OC)[CH3:24].O. The product is [O:18]1[CH:19]=[CH:20][CH:21]=[C:17]1[C:13]1[CH:12]=[C:11]([CH2:10][CH2:9][C:4]2[N:3]=[C:2]([N:1]=[CH:22][N:23]([CH3:25])[CH3:24])[NH:7][C:6](=[O:8])[CH:5]=2)[CH:16]=[CH:15][CH:14]=1. The catalyst is CN(C=O)C. The yield is 1.00.